Dataset: NCI-60 drug combinations with 297,098 pairs across 59 cell lines. Task: Regression. Given two drug SMILES strings and cell line genomic features, predict the synergy score measuring deviation from expected non-interaction effect. (1) Drug 1: CC1=C(N=C(N=C1N)C(CC(=O)N)NCC(C(=O)N)N)C(=O)NC(C(C2=CN=CN2)OC3C(C(C(C(O3)CO)O)O)OC4C(C(C(C(O4)CO)O)OC(=O)N)O)C(=O)NC(C)C(C(C)C(=O)NC(C(C)O)C(=O)NCCC5=NC(=CS5)C6=NC(=CS6)C(=O)NCCC[S+](C)C)O. Drug 2: CN(C(=O)NC(C=O)C(C(C(CO)O)O)O)N=O. Cell line: SF-295. Synergy scores: CSS=42.3, Synergy_ZIP=1.39, Synergy_Bliss=1.68, Synergy_Loewe=-28.0, Synergy_HSA=3.82. (2) Drug 1: C1C(C(OC1N2C=C(C(=O)NC2=O)F)CO)O. Drug 2: C1C(C(OC1N2C=NC3=C(N=C(N=C32)Cl)N)CO)O. Cell line: SW-620. Synergy scores: CSS=37.9, Synergy_ZIP=-5.04, Synergy_Bliss=-4.82, Synergy_Loewe=-2.69, Synergy_HSA=0.921. (3) Drug 1: C1C(C(OC1N2C=NC3=C(N=C(N=C32)Cl)N)CO)O. Drug 2: CCC1(C2=C(COC1=O)C(=O)N3CC4=CC5=C(C=CC(=C5CN(C)C)O)N=C4C3=C2)O.Cl. Cell line: MCF7. Synergy scores: CSS=3.85, Synergy_ZIP=0.783, Synergy_Bliss=-0.577, Synergy_Loewe=-23.4, Synergy_HSA=-8.64. (4) Drug 1: CS(=O)(=O)C1=CC(=C(C=C1)C(=O)NC2=CC(=C(C=C2)Cl)C3=CC=CC=N3)Cl. Drug 2: COC1=C(C=C2C(=C1)N=CN=C2NC3=CC(=C(C=C3)F)Cl)OCCCN4CCOCC4. Cell line: OVCAR-5. Synergy scores: CSS=66.6, Synergy_ZIP=2.86, Synergy_Bliss=7.55, Synergy_Loewe=-4.58, Synergy_HSA=9.06. (5) Drug 1: CC(CN1CC(=O)NC(=O)C1)N2CC(=O)NC(=O)C2. Drug 2: CN(C)C1=NC(=NC(=N1)N(C)C)N(C)C. Cell line: MCF7. Synergy scores: CSS=14.9, Synergy_ZIP=-5.58, Synergy_Bliss=1.01, Synergy_Loewe=-11.3, Synergy_HSA=-1.91.